Dataset: Catalyst prediction with 721,799 reactions and 888 catalyst types from USPTO. Task: Predict which catalyst facilitates the given reaction. (1) Reactant: [CH:1]([N:14]1[CH2:17][C:16](=[C:18]([C:23]2[CH:28]=[CH:27][CH:26]=[C:25]([O:29]C)[CH:24]=2)[S:19]([CH3:22])(=[O:21])=[O:20])[CH2:15]1)([C:8]1[CH:13]=[CH:12][CH:11]=[CH:10][CH:9]=1)[C:2]1[CH:7]=[CH:6][CH:5]=[CH:4][CH:3]=1. Product: [CH:1]([N:14]1[CH2:15][C:16](=[C:18]([C:23]2[CH:28]=[CH:27][CH:26]=[C:25]([OH:29])[CH:24]=2)[S:19]([CH3:22])(=[O:21])=[O:20])[CH2:17]1)([C:8]1[CH:9]=[CH:10][CH:11]=[CH:12][CH:13]=1)[C:2]1[CH:3]=[CH:4][CH:5]=[CH:6][CH:7]=1. The catalyst class is: 4. (2) Reactant: C(OC(=O)[NH:7][CH2:8][CH2:9][CH:10]([NH:17][C:18]1[CH:23]=[CH:22][CH:21]=[C:20]([C:24]2[C:32]3[C:27](=[N:28][C:29]([NH:33][CH2:34][CH2:35][N:36]4[CH2:41][CH2:40][O:39][CH2:38][CH2:37]4)=[N:30][CH:31]=3)[N:26](COCC[Si](C)(C)C)[N:25]=2)[CH:19]=1)[C:11]1[CH:16]=[CH:15][CH:14]=[CH:13][CH:12]=1)(C)(C)C.C(O)(C(F)(F)F)=O. Product: [N:36]1([CH2:35][CH2:34][NH:33][C:29]2[N:28]=[C:27]3[NH:26][N:25]=[C:24]([C:20]4[CH:19]=[C:18]([NH:17][CH:10]([C:11]5[CH:12]=[CH:13][CH:14]=[CH:15][CH:16]=5)[CH2:9][CH2:8][NH2:7])[CH:23]=[CH:22][CH:21]=4)[C:32]3=[CH:31][N:30]=2)[CH2:41][CH2:40][O:39][CH2:38][CH2:37]1. The catalyst class is: 4. (3) Reactant: CC1C=CC(S(OC[C@H:13]2[CH2:26][O:25][C:16]3[CH:17]=[CH:18][C:19]4[N:20]=[C:21]([CH3:24])[O:22][C:23]=4[C:15]=3[O:14]2)(=O)=O)=CC=1.[F:27][C:28]1[CH:36]=[C:35]2[C:31]([C:32]([C:37]3[CH2:38][CH2:39][NH:40][CH2:41][CH:42]=3)=[CH:33][NH:34]2)=[CH:30][CH:29]=1.[CH3:43]S(C)=O. Product: [F:27][C:28]1[CH:36]=[C:35]2[C:31]([C:32]([C:37]3[CH2:38][CH2:39][N:40]([CH2:43][C:18]4[CH:17]=[C:16]5[C:15]([O:14][CH2:13][CH2:26][O:25]5)=[C:23]5[O:22][C:21]([CH3:24])=[N:20][C:19]=45)[CH2:41][CH:42]=3)=[CH:33][NH:34]2)=[CH:30][CH:29]=1. The catalyst class is: 13. (4) Reactant: [O:1]=[C:2]1[CH2:7][CH2:6][CH2:5][C@H:4](/[CH:8]=[CH:9]/[C:10](=[O:18])[CH2:11][C:12]2[CH:17]=[CH:16][CH:15]=[CH:14][CH:13]=2)[N:3]1[CH2:19][C:20]#[C:21][CH2:22][O:23][CH2:24][C:25]#[N:26].[H][H]. Product: [O:1]=[C:2]1[CH2:7][CH2:6][CH2:5][C@H:4]([CH2:8][CH2:9][C:10](=[O:18])[CH2:11][C:12]2[CH:17]=[CH:16][CH:15]=[CH:14][CH:13]=2)[N:3]1[CH2:19][CH2:20][CH2:21][CH2:22][O:23][CH2:24][C:25]#[N:26]. The catalyst class is: 43.